From a dataset of Reaction yield outcomes from USPTO patents with 853,638 reactions. Predict the reaction yield, written as a fraction of the theoretical maximum amount of product (1.0 means a 100% yield; for example, 0.34 means a 34% yield). (1) The reactants are [NH:1]1[CH2:4][CH:3]([CH2:5][N:6]([CH2:15][C:16]2[C:21]([CH3:22])=[CH:20][CH:19]=[CH:18][N:17]=2)[CH2:7][C:8]2[C:13]([CH3:14])=[CH:12][CH:11]=[CH:10][N:9]=2)[CH2:2]1.CCN(C(C)C)C(C)C.Br[CH2:33][C:34]([O:36][CH3:37])=[O:35].C([O-])(O)=O.[Na+]. The catalyst is C(Cl)Cl. The product is [CH3:37][O:36][C:34](=[O:35])[CH2:33][N:1]1[CH2:4][CH:3]([CH2:5][N:6]([CH2:7][C:8]2[C:13]([CH3:14])=[CH:12][CH:11]=[CH:10][N:9]=2)[CH2:15][C:16]2[C:21]([CH3:22])=[CH:20][CH:19]=[CH:18][N:17]=2)[CH2:2]1. The yield is 0.240. (2) The reactants are Cl[C:2]1[CH:7]=[C:6]([C:8]([F:11])([F:10])[F:9])[N:5]=[C:4]([C:12]2[CH:17]=[CH:16][N:15]=[CH:14][CH:13]=2)[N:3]=1.[CH3:18][C:19]1[CH:25]=[CH:24][C:23]([N+:26]([O-:28])=[O:27])=[CH:22][C:20]=1[NH2:21].Cl.[OH-].[Na+]. The catalyst is O.C(O)C. The product is [CH3:18][C:19]1[CH:25]=[CH:24][C:23]([N+:26]([O-:28])=[O:27])=[CH:22][C:20]=1[NH:21][C:2]1[CH:7]=[C:6]([C:8]([F:11])([F:10])[F:9])[N:5]=[C:4]([C:12]2[CH:17]=[CH:16][N:15]=[CH:14][CH:13]=2)[N:3]=1. The yield is 0.300. (3) The reactants are C(O/[N:5]=[C:6](/[C:8]1[CH:9]=[C:10]([C:15]2([C:18]([O:20][CH3:21])=[O:19])[CH2:17][CH2:16]2)[CH:11]=[CH:12][C:13]=1[OH:14])\[CH3:7])(=O)C.N1C=CC=CC=1.O. The catalyst is CN(C=O)C. The product is [CH3:7][C:6]1[C:8]2[CH:9]=[C:10]([C:15]3([C:18]([O:20][CH3:21])=[O:19])[CH2:17][CH2:16]3)[CH:11]=[CH:12][C:13]=2[O:14][N:5]=1. The yield is 0.820. (4) The catalyst is C1COCC1.C1(C)C=CC=CC=1.CCCCCC.CO. The reactants are [Br:1][C:2]1[CH:18]=[CH:17][C:16](I)=[CH:15][C:3]=1[CH2:4][C:5]1[CH:14]=[CH:13][C:8]2[O:9][CH2:10][CH2:11][O:12][C:7]=2[CH:6]=1.[Li][CH2:21]CCC.C[Si](C)(C)[O:27][C@@H:28]1[C@@H:33]([O:34][Si](C)(C)C)[C@H:32]([O:39][Si](C)(C)C)[C@@H:31]([CH2:44][O:45][Si](C)(C)C)[O:30][C:29]1=[O:50].S(O)(C)(=O)=O.C(=O)(O)[O-].[Na+]. The product is [Br:1][C:2]1[CH:18]=[CH:17][C:16]([C:29]2([O:50][CH3:21])[C@H:28]([OH:27])[C@@H:33]([OH:34])[C@H:32]([OH:39])[C@@H:31]([CH2:44][OH:45])[O:30]2)=[CH:15][C:3]=1[CH2:4][C:5]1[CH:14]=[CH:13][C:8]2[O:9][CH2:10][CH2:11][O:12][C:7]=2[CH:6]=1. The yield is 0.437. (5) The reactants are [Cl:1][C:2]1[CH:9]=[CH:8][C:5]([C:6]#[N:7])=[C:4]([F:10])[C:3]=1[O:11][CH3:12].C[Si]([N-:17][Si](C)(C)C)(C)C.[Li+].CC(O)C.Cl. The catalyst is C1COCC1.CCOCC. The product is [ClH:1].[Cl:1][C:2]1[CH:9]=[CH:8][C:5]([C:6]([NH2:17])=[NH:7])=[C:4]([F:10])[C:3]=1[O:11][CH3:12]. The yield is 0.786. (6) The reactants are [NH:1]1[C:5]2=[N:6][CH:7]=[CH:8][CH:9]=[C:4]2[C:3]([C:10]([C:12]2[CH:13]=[N:14][C:15]([NH:18][CH2:19][C:20]3[CH:25]=[CH:24][C:23]([C:26]([F:29])([F:28])[F:27])=[CH:22][CH:21]=3)=[CH:16][CH:17]=2)=[O:11])=[CH:2]1.[BH4-].[Na+].O. The catalyst is CN(C)C=O.C(O)C. The product is [NH:1]1[C:5]2=[N:6][CH:7]=[CH:8][CH:9]=[C:4]2[C:3]([CH:10]([C:12]2[CH:13]=[N:14][C:15]([NH:18][CH2:19][C:20]3[CH:25]=[CH:24][C:23]([C:26]([F:27])([F:29])[F:28])=[CH:22][CH:21]=3)=[CH:16][CH:17]=2)[OH:11])=[CH:2]1. The yield is 0.300. (7) The reactants are [F:1][C:2]1[CH:7]=[CH:6][CH:5]=[CH:4][C:3]=1[C:8](=O)[CH:9]([C:14]1[CH:26]=[CH:25][C:17]2[N:18]=[C:19]([NH:21][CH:22]([CH3:24])[CH3:23])[S:20][C:16]=2[CH:15]=1)[C:10]([O:12]C)=O.[NH2:28][NH2:29].[OH-].[NH4+].CO.C(Cl)Cl. The catalyst is CC(O)=O.CCO.O. The product is [F:1][C:2]1[CH:7]=[CH:6][CH:5]=[CH:4][C:3]=1[C:8]1[C:9]([C:14]2[CH:26]=[CH:25][C:17]3[N:18]=[C:19]([NH:21][CH:22]([CH3:23])[CH3:24])[S:20][C:16]=3[CH:15]=2)=[C:10]([OH:12])[NH:29][N:28]=1. The yield is 0.270. (8) The reactants are [CH3:1][O:2][C:3]1[CH:4]=[C:5]2[C:10](=[CH:11][C:12]=1[O:13][CH3:14])[N:9]=[CH:8][N:7]=[C:6]2[S:15][C:16]1[CH:17]=[C:18]([CH:20]=[CH:21][CH:22]=1)[NH2:19].[F:23][C:24]([F:45])([F:44])[C:25]([C:28]1[CH:32]=[C:31]([NH:33][C:34](=O)[O:35]C2C=CC(Cl)=CC=2)[O:30][N:29]=1)([CH3:27])[CH3:26].C(OCC)C. The catalyst is C1COCC1.CN(C)C1C=CN=CC=1. The product is [CH3:1][O:2][C:3]1[CH:4]=[C:5]2[C:10](=[CH:11][C:12]=1[O:13][CH3:14])[N:9]=[CH:8][N:7]=[C:6]2[S:15][C:16]1[CH:17]=[C:18]([NH:19][C:34]([NH:33][C:31]2[O:30][N:29]=[C:28]([C:25]([CH3:27])([CH3:26])[C:24]([F:45])([F:44])[F:23])[CH:32]=2)=[O:35])[CH:20]=[CH:21][CH:22]=1. The yield is 0.690. (9) The reactants are [C:1](Cl)(=[O:4])[CH:2]=[CH2:3].[CH3:6][O:7][NH:8][CH2:9][CH2:10][CH2:11][CH2:12][CH2:13][CH2:14][NH:15][O:16][CH3:17].[C:18]([O-:21])([O-])=O.[Na+].[Na+].[CH2:24](OCC)[CH3:25]. No catalyst specified. The product is [C:1]([N:15]([CH2:14][CH2:13][CH2:12][CH2:11][CH2:10][CH2:9][N:8]([O:7][CH3:6])[C:18](=[O:21])[CH:24]=[CH2:25])[O:16][CH3:17])(=[O:4])[CH:2]=[CH2:3]. The yield is 0.790.